From a dataset of Full USPTO retrosynthesis dataset with 1.9M reactions from patents (1976-2016). Predict the reactants needed to synthesize the given product. (1) The reactants are: C1(P(C2CCCCC2)C2CCCCC2)CCCCC1.[CH3:35][C:30]1([CH3:36])[C:31]([CH3:34])([CH3:33])[O:32][B:28]([B:28]2[O:32][C:31]([CH3:34])([CH3:33])[C:30]([CH3:36])([CH3:35])[O:29]2)[O:29]1.C([O-])(=O)C.[K+].Cl[C:44]1[CH:49]=[C:48]([O:50][CH3:51])[CH:47]=[CH:46][C:45]=1[O:52][C:53]([F:56])([F:55])[F:54]. Given the product [CH3:51][O:50][C:48]1[CH:49]=[CH:44][C:45]([O:52][C:53]([F:54])([F:55])[F:56])=[C:46]([B:28]2[O:29][C:30]([CH3:35])([CH3:36])[C:31]([CH3:33])([CH3:34])[O:32]2)[CH:47]=1, predict the reactants needed to synthesize it. (2) Given the product [F:58][C:59]([F:64])([F:63])[C:60]([OH:62])=[O:61].[CH2:1]([N:5]1[C:13]2[N:12]=[C:11]([CH2:14][C:15]3[CH:16]=[CH:17][C:18]([NH:21][C:22]([C:24]4[N:25]=[CH:26][NH:27][CH:28]=4)=[O:23])=[CH:19][CH:20]=3)[NH:10][C:9]=2[C:8](=[O:48])[N:7]([CH2:49][C:50]2[CH:55]=[CH:54][CH:53]=[CH:52][C:51]=2[F:56])[C:6]1=[O:57])[CH2:2][CH2:3][CH3:4], predict the reactants needed to synthesize it. The reactants are: [CH2:1]([N:5]1[C:13]2[N:12]=[C:11]([CH2:14][C:15]3[CH:20]=[CH:19][C:18]([NH:21][C:22]([C:24]4[N:25]=[CH:26][N:27](C(C5C=CC=CC=5)(C5C=CC=CC=5)C5C=CC=CC=5)[CH:28]=4)=[O:23])=[CH:17][CH:16]=3)[NH:10][C:9]=2[C:8](=[O:48])[N:7]([CH2:49][C:50]2[CH:55]=[CH:54][CH:53]=[CH:52][C:51]=2[F:56])[C:6]1=[O:57])[CH2:2][CH2:3][CH3:4].[F:58][C:59]([F:64])([F:63])[C:60]([OH:62])=[O:61].C([SiH](CC)CC)C. (3) Given the product [Br:1][C:2]1[CH:3]=[C:4]([N+:20]([O-:22])=[O:21])[C:5]([C:8]2[CH:13]=[CH:12][CH:11]=[CH:10][C:9]=2[S:37]([CH3:33])(=[O:39])=[O:38])=[N:6][CH:7]=1, predict the reactants needed to synthesize it. The reactants are: [Br:1][C:2]1[CH:3]=[C:4]([N+:20]([O-:22])=[O:21])[C:5]([C:8]2[CH:13]=[CH:12][C:11](CC(OCC)=O)=[CH:10][CH:9]=2)=[N:6][CH:7]=1.CC1(C)C(C)(C)OB(C2C=CC=[C:33]([S:37](C)(=[O:39])=[O:38])C=2)O1.BrC1C([N+]([O-])=O)=CC(Br)=CN=1. (4) Given the product [C:16]1([C:2]2[CH:3]=[C:4](/[CH:9]=[CH:10]/[C:11]([O:13][CH2:14][CH3:15])=[O:12])[CH:5]=[C:6]([C:2]3[CH:3]=[CH:4][CH:5]=[CH:6][CH:7]=3)[CH:7]=2)[CH:21]=[CH:20][CH:19]=[CH:18][CH:17]=1, predict the reactants needed to synthesize it. The reactants are: Br[C:2]1[CH:3]=[C:4](/[CH:9]=[CH:10]/[C:11]([O:13][CH2:14][CH3:15])=[O:12])[CH:5]=[C:6](Br)[CH:7]=1.[C:16]1(B(O)O)[CH:21]=[CH:20][CH:19]=[CH:18][CH:17]=1. (5) Given the product [C:2](#[N:1])[CH3:3].[CH:18]([O:20][CH:35]([CH3:34])[CH3:30])([CH3:15])[CH3:36], predict the reactants needed to synthesize it. The reactants are: [N:1]1(CC[CH2:3][C:2]([N:1]2CC[CH:15]([C:18]([OH:20])=O)CC2)=O)[CH2:15][CH2:18][O:20][CH2:3][CH2:2]1.C1(N=C=N[CH:30]2[CH2:35][CH2:34]CCC2)CCCCC1.[CH3:36]N(C)C=O.